Predict the reactants needed to synthesize the given product. From a dataset of Full USPTO retrosynthesis dataset with 1.9M reactions from patents (1976-2016). (1) Given the product [CH3:1][C:2]1[N:3]=[CH:4][N:5]([C:7]2[CH:12]=[C:11]([C:13]([F:15])([F:14])[F:16])[CH:10]=[CH:9][C:8]=2[C:17]2[CH:26]=[CH:25][CH:24]=[C:23]3[C:18]=2[CH2:19][CH2:20][NH:21][CH2:22]3)[CH:6]=1, predict the reactants needed to synthesize it. The reactants are: [CH3:1][C:2]1[N:3]=[CH:4][N:5]([C:7]2[CH:12]=[C:11]([C:13]([F:16])([F:15])[F:14])[CH:10]=[CH:9][C:8]=2[C:17]2[CH:26]=[CH:25][CH:24]=[C:23]3[C:18]=2[CH:19]=[CH:20][N:21]=[CH:22]3)[CH:6]=1.C(O)(=O)C. (2) Given the product [CH3:33][O:32][C:30](=[O:31])[CH2:29][CH:26]1[CH2:25][CH2:24][N:23]([C:2]2[CH:17]=[CH:16][C:5]([C:6]([O:8][CH2:9][C:10]3[CH:15]=[CH:14][CH:13]=[CH:12][CH:11]=3)=[O:7])=[CH:4][CH:3]=2)[CH2:28][CH2:27]1, predict the reactants needed to synthesize it. The reactants are: F[C:2]1[CH:17]=[CH:16][C:5]([C:6]([O:8][CH2:9][C:10]2[CH:15]=[CH:14][CH:13]=[CH:12][CH:11]=2)=[O:7])=[CH:4][CH:3]=1.CS(C)=O.Cl.[NH:23]1[CH2:28][CH2:27][CH:26]([CH2:29][C:30]([O:32][CH3:33])=[O:31])[CH2:25][CH2:24]1. (3) The reactants are: [CH2:1]([C:4]1[C:9]2[O:10][C@@H:11]([CH2:14][OH:15])[CH2:12][O:13][C:8]=2[CH:7]=[CH:6][C:5]=1[O:16][CH2:17][C:18]1[CH:23]=[CH:22][CH:21]=[CH:20][CH:19]=1)[CH:2]=[CH2:3].C(N(CC)C(C)C)(C)C.[C:33]1([CH3:43])[CH:38]=[CH:37][C:36]([S:39](Cl)(=[O:41])=[O:40])=[CH:35][CH:34]=1. Given the product [CH3:43][C:33]1[CH:38]=[CH:37][C:36]([S:39]([O:15][CH2:14][CH:11]2[O:10][C:9]3[C:4]([CH2:1][CH:2]=[CH2:3])=[C:5]([O:16][CH2:17][C:18]4[CH:23]=[CH:22][CH:21]=[CH:20][CH:19]=4)[CH:6]=[CH:7][C:8]=3[O:13][CH2:12]2)(=[O:41])=[O:40])=[CH:35][CH:34]=1, predict the reactants needed to synthesize it.